Dataset: Serine/threonine kinase 33 screen with 319,792 compounds. Task: Binary Classification. Given a drug SMILES string, predict its activity (active/inactive) in a high-throughput screening assay against a specified biological target. (1) The molecule is Brc1ccc(S(=O)(=O)NCCC(=O)NC2CCN(CC2)Cc2ccccc2)cc1. The result is 0 (inactive). (2) The molecule is O(C(=O)Cc1ncccc1C(=O)Nc1ccc(OC)cc1)CC. The result is 0 (inactive). (3) The drug is S(CC(=O)c1cc(OC)c(OC)cc1)c1n(nnn1)c1ccc(OC)cc1. The result is 0 (inactive). (4) The drug is Clc1n(nc(c1C(=O)Nc1c(OC)ccc(c1)C)C)Cc1ccccc1. The result is 0 (inactive).